Dataset: Forward reaction prediction with 1.9M reactions from USPTO patents (1976-2016). Task: Predict the product of the given reaction. (1) The product is: [ClH:1].[OH:12][C:13]1[C:22]2[N:21]=[CH:20][CH:19]=[CH:18][C:17]=2[C:16]([S:23]([N:26]([CH2:28][C:29]2[CH:34]=[CH:33][CH:32]=[C:31]([O:35][CH3:36])[CH:30]=2)[CH3:27])(=[O:25])=[O:24])=[CH:15][CH:14]=1. Given the reactants [ClH:1].O1CCOCC1.C([O:12][C:13]1[C:22]2[N:21]=[CH:20][CH:19]=[CH:18][C:17]=2[C:16]([S:23]([N:26]([CH2:28][C:29]2[CH:34]=[CH:33][CH:32]=[C:31]([O:35][CH3:36])[CH:30]=2)[CH3:27])(=[O:25])=[O:24])=[CH:15][CH:14]=1)(C)(C)C, predict the reaction product. (2) Given the reactants Cl.[CH2:2]([O:4][C:5](=[O:11])[C@H:6]([CH2:8][CH2:9][CH3:10])[NH2:7])[CH3:3].[OH-].[Na+].[C:14]([OH:19])(=[O:18])[C:15]([CH3:17])=O, predict the reaction product. The product is: [C:5]([C@@H:6]([NH:7][C@H:15]([C:14]([OH:19])=[O:18])[CH3:17])[CH2:8][CH2:9][CH3:10])([O:4][CH2:2][CH3:3])=[O:11]. (3) The product is: [CH3:3][C:2]([CH3:5])([CH3:4])[C:1]([NH:8][C:9]1[N:14]=[C:13]([CH3:15])[CH:12]=[CH:11][N:10]=1)=[O:6]. Given the reactants [C:1](Cl)(=[O:6])[C:2]([CH3:5])([CH3:4])[CH3:3].[NH2:8][C:9]1[N:14]=[C:13]([CH3:15])[CH:12]=[CH:11][N:10]=1.C(N(CC)CC)C, predict the reaction product. (4) Given the reactants C([O:3][C:4](=[O:20])[C@@H:5]([O:18][CH3:19])[CH2:6][C:7]1[CH:12]=[CH:11][C:10]([O:13][CH2:14][CH2:15][CH2:16]Br)=[CH:9][CH:8]=1)C.[Cl:21][C:22]1[CH:37]=[CH:36][C:25]([C:26]([NH:28][C:29]2[CH:34]=[CH:33][C:32]([OH:35])=[CH:31][CH:30]=2)=[O:27])=[CH:24][CH:23]=1.[OH-].[Na+], predict the reaction product. The product is: [Cl:21][C:22]1[CH:37]=[CH:36][C:25]([C:26]([NH:28][C:29]2[CH:34]=[CH:33][C:32]([O:35][CH2:16][CH2:15][CH2:14][O:13][C:10]3[CH:9]=[CH:8][C:7]([CH2:6][C@H:5]([O:18][CH3:19])[C:4]([OH:3])=[O:20])=[CH:12][CH:11]=3)=[CH:31][CH:30]=2)=[O:27])=[CH:24][CH:23]=1. (5) Given the reactants CO[C:3](=[O:20])[C:4]([OH:19])=[CH:5][C:6](=[O:18])[N:7]([CH2:9][C:10]1[CH:15]=[CH:14][C:13]([Cl:16])=[C:12]([Cl:17])[CH:11]=1)[CH3:8].C=O.C(N[N:27]1[CH:31]=[CH:30][N:29]=[CH:28]1)CC.ClC1[CH:34]=[C:35](C=CC=1Cl)[CH2:36][N:37](C)[C:38](C1CN(C)C(=O)C=1O)=O, predict the reaction product. The product is: [Cl:17][C:12]1[CH:11]=[C:10]([CH:15]=[CH:14][C:13]=1[Cl:16])[CH2:9][N:7]([CH3:8])[C:6]([C:5]1[CH2:38][N:37]([CH2:36][CH2:35][CH2:34][N:27]2[CH:31]=[CH:30][N:29]=[CH:28]2)[C:3](=[O:20])[C:4]=1[OH:19])=[O:18]. (6) Given the reactants [NH:1]1[C:5]2[CH2:6][CH2:7][CH2:8][CH2:9][C:4]=2[N:3]=[CH:2]1.[H-].[Na+].CS(O[CH2:17][CH2:18][CH2:19][CH2:20][O:21][CH3:22])(=O)=O, predict the reaction product. The product is: [CH3:22][O:21][CH2:20][CH2:19][CH2:18][CH2:17][N:1]1[C:5]2[CH2:6][CH2:7][CH2:8][CH2:9][C:4]=2[N:3]=[CH:2]1. (7) Given the reactants [NH:1]1[CH2:6][CH2:5][CH2:4][CH2:3][CH2:2]1.[C:7]1([NH:13][C:14]2[N:19]=[C:18]([NH2:20])[N:17]=[C:16]([C:21]3[N:25]=[C:24](C(Cl)(Cl)Cl)[O:23][N:22]=3)[N:15]=2)[CH:12]=[CH:11][CH:10]=[CH:9][CH:8]=1, predict the reaction product. The product is: [C:7]1([NH:13][C:14]2[N:19]=[C:18]([NH2:20])[N:17]=[C:16]([C:21]3[N:25]=[C:24]([N:1]4[CH2:6][CH2:5][CH2:4][CH2:3][CH2:2]4)[O:23][N:22]=3)[N:15]=2)[CH:8]=[CH:9][CH:10]=[CH:11][CH:12]=1. (8) Given the reactants [F:1][C:2]1[CH:7]=[CH:6][C:5]([O:8][CH3:9])=[CH:4][C:3]=1[C:10]1[CH:15]=[CH:14][C:13]([C:16]([O:18][CH3:19])=[O:17])=[CH:12][C:11]=1I.C(N(C(C)C)C(C)C)C.C1(P(C2C=CC=CC=2)C2C3OC4C(=CC=CC=4P(C4C=CC=CC=4)C4C=CC=CC=4)C(C)(C)C=3C=CC=2)C=CC=CC=1.[CH3:72][CH:73]([SH:75])[CH3:74], predict the reaction product. The product is: [CH3:19][O:18][C:16]([C:13]1[CH:14]=[CH:15][C:10]([C:3]2[CH:4]=[C:5]([O:8][CH3:9])[CH:6]=[CH:7][C:2]=2[F:1])=[C:11]([S:75][CH:73]([CH3:74])[CH3:72])[CH:12]=1)=[O:17].